Dataset: Full USPTO retrosynthesis dataset with 1.9M reactions from patents (1976-2016). Task: Predict the reactants needed to synthesize the given product. Given the product [NH:17]1[CH:13]=[C:12]([C:55]([NH:34][CH2:35][C:36]2[C:37]([CH3:51])=[CH:38][C:39]([NH:43][C:44](=[O:50])[O:45][C:46]([CH3:47])([CH3:48])[CH3:49])=[N:40][C:41]=2[CH3:42])=[O:56])[CH:11]=[N:16]1, predict the reactants needed to synthesize it. The reactants are: CN(C(ON1[N:17]=[N:16][C:11]2[CH:12]=[CH:13]C=CC1=2)=[N+](C)C)C.F[P-](F)(F)(F)(F)F.CCN(C(C)C)C(C)C.[NH2:34][CH2:35][C:36]1[C:37]([CH3:51])=[CH:38][C:39]([NH:43][C:44](=[O:50])[O:45][C:46]([CH3:49])([CH3:48])[CH3:47])=[N:40][C:41]=1[CH3:42].CN([CH:55]=[O:56])C.